From a dataset of Blood-brain barrier permeability classification from the B3DB database. Regression/Classification. Given a drug SMILES string, predict its absorption, distribution, metabolism, or excretion properties. Task type varies by dataset: regression for continuous measurements (e.g., permeability, clearance, half-life) or binary classification for categorical outcomes (e.g., BBB penetration, CYP inhibition). Dataset: b3db_classification. (1) The drug is CN1CCc2cc(Cl)c(O)cc2[C@H](c2cccc3c2OCC3)C1. The result is 1 (penetrates BBB). (2) The compound is O[C@](CCN1CCCCC1)(c1ccccc1)[C@@H]1C[C@H]2C=C[C@H]1C2. The result is 1 (penetrates BBB). (3) The compound is Cc1onc(-c2c(F)cccc2Cl)c1C(=O)N[C@H]1C(=O)N2[C@H]1SC(C)(C)[C@H]2C(=O)O. The result is 0 (does not penetrate BBB). (4) The compound is O=C(Cc1ccc(OCc2ccccc2)cc1)Nc1ccc2cnn(CCN3CCCC3)c2c1. The result is 1 (penetrates BBB). (5) The compound is CCCCCCCCCCCCCCCCCCCCCCO. The result is 0 (does not penetrate BBB). (6) The molecule is CC1OC2(CCCCC2Oc2cccc(Cl)c2)NC1=O. The result is 1 (penetrates BBB). (7) The drug is O=C1CN=C(c2ccccn2)c2cc(Br)ccc2N1. The result is 1 (penetrates BBB). (8) The drug is COCc1c(C(=O)OC(C)C)ncc2[nH]c3ccc(OCc4ccccc4)cc3c12. The result is 1 (penetrates BBB). (9) The compound is CCC[C@@H]1C[C@@H](C(=O)N[C@H]([C@H](C)Cl)[C@H]2O[C@H](SC)[C@H](O)[C@@H](O)[C@H]2O)N(C)C1. The result is 0 (does not penetrate BBB). (10) The molecule is CC1OC(OC2CC(O)(C(=O)CO)Cc3c(O)c4c(c(O)c32)C(=O)c2ccccc2C4=O)CC(N)C1O. The result is 0 (does not penetrate BBB).